From a dataset of Orexin1 receptor HTS with 218,158 compounds and 233 confirmed actives. Binary Classification. Given a drug SMILES string, predict its activity (active/inactive) in a high-throughput screening assay against a specified biological target. (1) The result is 0 (inactive). The drug is S(Oc1ccc(cc1)C(=O)Nc1ccc([N+]([O-])=O)cc1)(=O)(=O)N(C)C. (2) The drug is S(CC(=O)NCCc1cc(OC)c(OC)cc1)c1n(nnn1)c1c(OC)cccc1. The result is 0 (inactive). (3) The compound is S(=O)(=O)(N1CCOCC1)c1cc(sc1)C(=O)N(c1ccccc1)C. The result is 0 (inactive). (4) The compound is O=C1N(N\C=C2\c3c(C=CC2=O)cccc3)C(=O)C2C1C1CCC2C=C1. The result is 0 (inactive).